Dataset: Skin sensitization/reaction prediction data. Task: Regression/Classification. Given a drug SMILES string, predict its toxicity properties. Task type varies by dataset: regression for continuous values (e.g., LD50, hERG inhibition percentage) or binary classification for toxic/non-toxic outcomes (e.g., AMES mutagenicity, cardiotoxicity, hepatotoxicity). Dataset: skin_reaction. (1) The molecule is CCCCCCCCO. The result is 1 (causes skin reaction). (2) The molecule is NCC1OC(OC2C(N)CC(N)C(OC3OC(CO)C(O)C(N)C3O)C2O)C(O)C(O)C1O. The result is 0 (no skin reaction). (3) The drug is CCCCO. The result is 0 (no skin reaction). (4) The drug is CCCCCCCCCCCCCCCCCCI. The result is 0 (no skin reaction). (5) The compound is O=C(O)CCCCC(=O)O. The result is 0 (no skin reaction). (6) The result is 0 (no skin reaction). The compound is O=C(O)C(O)C(O)C(=O)O. (7) The compound is CCCCCCCC(Br)CCCCCC. The result is 1 (causes skin reaction). (8) The molecule is COc1ccc(NC(=O)CC(C)=O)cc1. The result is 1 (causes skin reaction). (9) The drug is O=C(O)C=CC(=O)O. The result is 0 (no skin reaction). (10) The compound is CCN(CCNS(C)(=O)=O)c1ccc(N)c(C)c1. The result is 1 (causes skin reaction).